From a dataset of CYP2D6 inhibition data for predicting drug metabolism from PubChem BioAssay. Regression/Classification. Given a drug SMILES string, predict its absorption, distribution, metabolism, or excretion properties. Task type varies by dataset: regression for continuous measurements (e.g., permeability, clearance, half-life) or binary classification for categorical outcomes (e.g., BBB penetration, CYP inhibition). Dataset: cyp2d6_veith. (1) The drug is Cc1cc(C(=O)N[C@H](c2ccccc2)[C@@]2(C)C[C@@H]2[C@@H](C)C(=O)Nc2ccc3ccccc3c2)n(C)n1. The result is 1 (inhibitor). (2) The drug is CS(=O)(=O)N(Cc1cc2ccccc2[nH]c1=O)C1CCCCC1. The result is 0 (non-inhibitor). (3) The molecule is COCCn1c(=O)c(-c2cc(F)cc(F)c2)nc2cnc(N3CCN(C)CC3)nc21. The result is 0 (non-inhibitor). (4) The result is 0 (non-inhibitor). The drug is Cc1cc2ccc(OC(=O)c3ccc(N=C(N)N)cc3)cc2oc1=O.